From a dataset of Full USPTO retrosynthesis dataset with 1.9M reactions from patents (1976-2016). Predict the reactants needed to synthesize the given product. (1) Given the product [F:32][C:31]1[C:27]([F:26])([F:38])[C:28]([F:36])([F:37])[C:29]([F:34])([F:35])[C:30]=1[C:2]1[CH:6]=[C:5]([C:7]2[CH:12]=[CH:11][C:10]([CH:13]=[CH2:14])=[CH:9][CH:8]=2)[S:4][C:3]=1[C:15]1[CH:20]=[CH:19][CH:18]=[CH:17][CH:16]=1, predict the reactants needed to synthesize it. The reactants are: Br[C:2]1[CH:6]=[C:5]([C:7]2[CH:12]=[CH:11][C:10]([CH:13]=[CH2:14])=[CH:9][CH:8]=2)[S:4][C:3]=1[C:15]1[CH:20]=[CH:19][CH:18]=[CH:17][CH:16]=1.[Li]CCCC.[F:26][C:27]1([F:38])[C:31]([F:32])=[C:30](F)[C:29]([F:35])([F:34])[C:28]1([F:37])[F:36]. (2) Given the product [CH3:1][S:2]([C:5]1[CH:6]=[CH:7][C:8]([N:11]2[CH:16]=[CH:15][C:14]([O:17][CH2:18][CH:23]3[CH2:24][N:21]([C:33]([O:35][C:36]4[CH:41]=[CH:40][CH:39]=[CH:38][C:37]=4[Cl:42])=[O:34])[CH2:22]3)=[CH:13][C:12]2=[O:31])=[CH:9][CH:10]=1)(=[O:3])=[O:4], predict the reactants needed to synthesize it. The reactants are: [CH3:1][S:2]([C:5]1[CH:10]=[CH:9][C:8]([N:11]2[CH:16]=[CH:15][C:14]([O:17][CH:18]3[CH2:23][CH2:22][N:21]([C:24](OC(C)(C)C)=O)CC3)=[CH:13][C:12]2=[O:31])=[CH:7][CH:6]=1)(=[O:4])=[O:3].Cl[C:33]([O:35][C:36]1[CH:41]=[CH:40][CH:39]=[CH:38][C:37]=1[Cl:42])=[O:34].ClC(OC(C)C(F)(F)F)=O. (3) Given the product [ClH:1].[S:2]1[C:6]([C@@H:7]2[CH2:9][C@H:8]2[NH2:10])=[CH:5][N:4]=[CH:3]1, predict the reactants needed to synthesize it. The reactants are: [ClH:1].[S:2]1[C:6]([C@@H:7]2[CH2:9][C@H:8]2[NH:10]C(=O)OC(C)(C)C)=[CH:5][N:4]=[CH:3]1. (4) Given the product [Cl:33][C:19]1[C:20]([NH:22][C:23]2[CH:24]=[C:25]([CH:30]=[CH:31][CH:32]=2)[C:26]([NH:28][CH3:29])=[O:27])=[N:21][C:16]([NH:1][C:2]2[CH:14]=[CH:13][C:5]3[N:6]([CH3:12])[C:7](=[O:11])[CH2:8][CH2:9][CH2:10][C:4]=3[CH:3]=2)=[N:17][CH:18]=1, predict the reactants needed to synthesize it. The reactants are: [NH2:1][C:2]1[CH:14]=[CH:13][C:5]2[N:6]([CH3:12])[C:7](=[O:11])[CH2:8][CH2:9][CH2:10][C:4]=2[CH:3]=1.Cl[C:16]1[N:21]=[C:20]([NH:22][C:23]2[CH:24]=[C:25]([CH:30]=[CH:31][CH:32]=2)[C:26]([NH:28][CH3:29])=[O:27])[C:19]([Cl:33])=[CH:18][N:17]=1. (5) Given the product [F:31][C:32]1[CH:33]=[CH:34][C:35]([CH3:42])=[C:36]([CH2:38][CH:39]([NH:41][C:2]2[CH:7]=[CH:6][NH:5][C:4](=[O:8])[C:3]=2[C:9]2[NH:30][C:12]3=[CH:13][C:14]4[C:15](=[O:29])[N:16]([CH:22]5[CH2:27][CH2:26][N:25]([CH3:28])[CH2:24][CH2:23]5)[C:17](=[O:21])[C:18]=4[C:19]([CH3:20])=[C:11]3[N:10]=2)[CH3:40])[CH:37]=1, predict the reactants needed to synthesize it. The reactants are: Cl[C:2]1[CH:7]=[CH:6][NH:5][C:4](=[O:8])[C:3]=1[C:9]1[NH:30][C:12]2=[CH:13][C:14]3[C:15](=[O:29])[N:16]([CH:22]4[CH2:27][CH2:26][N:25]([CH3:28])[CH2:24][CH2:23]4)[C:17](=[O:21])[C:18]=3[C:19]([CH3:20])=[C:11]2[N:10]=1.[F:31][C:32]1[CH:33]=[CH:34][C:35]([CH3:42])=[C:36]([CH2:38][CH:39]([NH2:41])[CH3:40])[CH:37]=1. (6) Given the product [CH3:34][O:33][C:28]1[CH:27]=[CH:26][C:25]2[C:24]3[C:23]([O:35][CH3:36])=[C:22]([O:37][CH3:38])[C:21]([O:39][CH3:40])=[CH:20][C:19]=3[CH2:18][CH2:17][CH:16]([NH:15][C:13]([CH:12]3[CH2:3][CH:2]3[CH3:10])=[O:14])[C:32]=2[CH:31]=1, predict the reactants needed to synthesize it. The reactants are: Cl[C:2]1[C:10](C)=CC=C[C:3]=1C(O)=O.[CH3:12][C:13]([NH:15][C@@H:16]1[C:32]2[C:25](=[CH:26][CH:27]=[C:28]([O:33][CH3:34])C([CH:31]=2)=O)[C:24]2[C:23]([O:35][CH3:36])=[C:22]([O:37][CH3:38])[C:21]([O:39][CH3:40])=[CH:20][C:19]=2[CH2:18][CH2:17]1)=[O:14]. (7) Given the product [F:1][C:2]1[CH:7]=[C:6]([F:8])[CH:5]=[CH:4][C:3]=1[CH2:9][C:10]([NH:15][NH:14][C:13]([O:17][C:18]([CH3:21])([CH3:20])[CH3:19])=[O:16])=[O:11], predict the reactants needed to synthesize it. The reactants are: [F:1][C:2]1[CH:7]=[C:6]([F:8])[CH:5]=[CH:4][C:3]=1[CH2:9][C:10](Cl)=[O:11].[C:13]([O:17][C:18]([CH3:21])([CH3:20])[CH3:19])(=[O:16])[NH:14][NH2:15].CCN(C(C)C)C(C)C. (8) Given the product [C:1]([C:3]1([CH2:19][CH:16]2[CH2:18][CH2:17]2)[CH:4]2[CH:8]1[CH2:7][N:6]([C:9]([O:11][C:12]([CH3:15])([CH3:14])[CH3:13])=[O:10])[CH2:5]2)#[N:2], predict the reactants needed to synthesize it. The reactants are: [C:1]([CH:3]1[CH:8]2[CH:4]1[CH2:5][N:6]([C:9]([O:11][C:12]([CH3:15])([CH3:14])[CH3:13])=[O:10])[CH2:7]2)#[N:2].[CH:16]1([CH2:19]Br)[CH2:18][CH2:17]1.C[Si]([N-][Si](C)(C)C)(C)C.[K+].